From a dataset of Forward reaction prediction with 1.9M reactions from USPTO patents (1976-2016). Predict the product of the given reaction. (1) Given the reactants C[O-].[Mg+2:3].C[O-].[CH3:6][C:7]1[CH:8]=[N:9][C:10]([CH2:16][S+:17]([O-:29])[C:18]2[NH:19][C:20]3[CH:21]=[CH:22][C:23]([O:27][CH3:28])=[CH:24][C:25]=3[N:26]=2)=[C:11]([CH3:15])[C:12]=1[O:13][CH3:14], predict the reaction product. The product is: [CH3:6][C:7]1[C:12]([O:13][CH3:14])=[C:11]([CH3:15])[C:10]([CH2:16][S@@:17]([C:18]2[N-:19][C:20]3[CH:21]=[CH:22][C:23]([O:27][CH3:28])=[CH:24][C:25]=3[N:26]=2)=[O:29])=[N:9][CH:8]=1.[Mg+2:3]. (2) Given the reactants Cl.[CH3:2][O:3][C:4]1[CH:5]=[C:6]([CH2:12][C:13]([NH2:15])=[NH:14])[CH:7]=[CH:8][C:9]=1[O:10][CH3:11].O.[NH2:17]N.[C:19]([NH:22][CH:23]([CH3:31])[C:24](=O)[C:25](OCC)=[O:26])(=[O:21])[CH3:20], predict the reaction product. The product is: [CH3:2][O:3][C:4]1[CH:5]=[C:6]([CH:7]=[CH:8][C:9]=1[O:10][CH3:11])[CH2:12][C:13]1[NH:15][C:25](=[O:26])[C:24]([CH:23]([NH:22][C:19](=[O:21])[CH3:20])[CH3:31])=[N:17][N:14]=1. (3) Given the reactants CCN(C(C)C)C(C)C.[CH2:10]([O:17][C:18]([N:20]([CH2:22][CH2:23][OH:24])[CH3:21])=[O:19])[C:11]1[CH:16]=[CH:15][CH:14]=[CH:13][CH:12]=1, predict the reaction product. The product is: [CH2:10]([O:17][C:18]([N:20]([CH2:22][CH:23]=[O:24])[CH3:21])=[O:19])[C:11]1[CH:16]=[CH:15][CH:14]=[CH:13][CH:12]=1. (4) Given the reactants [Br:1][C:2]1[CH:3]=[CH:4][C:5]([CH:11]([OH:16])[CH2:12][CH2:13][CH2:14][CH3:15])=[C:6]([CH:10]=1)[C:7]([OH:9])=[O:8].O1CCCC1.[OH-].[Na+:23], predict the reaction product. The product is: [Na+:23].[Br:1][C:2]1[CH:3]=[CH:4][C:5]([CH:11]([OH:16])[CH2:12][CH2:13][CH2:14][CH3:15])=[C:6]([CH:10]=1)[C:7]([O-:9])=[O:8]. (5) Given the reactants Cl[C:2]1[N:7]=[CH:6][N:5]=[C:4]2[NH:8][N:9]=[CH:10][C:3]=12.Cl.Cl.[C:13]([C:17]1[CH:30]=[CH:29][C:20]([CH2:21][C:22]2([NH2:28])[CH2:27][CH2:26][NH:25][CH2:24][CH2:23]2)=[CH:19][CH:18]=1)([CH3:16])([CH3:15])[CH3:14].C(N(CC)CC)C, predict the reaction product. The product is: [C:13]([C:17]1[CH:30]=[CH:29][C:20]([CH2:21][C:22]2([NH2:28])[CH2:27][CH2:26][N:25]([C:2]3[N:7]=[CH:6][N:5]=[C:4]4[NH:8][N:9]=[CH:10][C:3]=34)[CH2:24][CH2:23]2)=[CH:19][CH:18]=1)([CH3:16])([CH3:14])[CH3:15]. (6) Given the reactants CO[C:3]([C:5]1[CH:6]=[N:7][C:8](Cl)=[C:9](Br)[CH:10]=1)=[O:4].[Cl:13][C:14]1[CH:19]=[CH:18][C:17](B(O)O)=[CH:16][CH:15]=1.[CH3:23][N:24]1[C:28]([CH2:29][OH:30])=[N:27][CH:26]=[N:25]1.[NH2:31][C@@H:32]1[CH2:37][CH2:36][CH2:35][CH2:34][C@H:33]1[OH:38], predict the reaction product. The product is: [Cl:13][C:14]1[CH:19]=[CH:18][C:17]([C:9]2[C:8]([O:30][CH2:29][C:28]3[N:24]([CH3:23])[N:25]=[CH:26][N:27]=3)=[N:7][CH:6]=[C:5]([CH:10]=2)[C:3]([NH:31][C@@H:32]2[CH2:37][CH2:36][CH2:35][CH2:34][C@H:33]2[OH:38])=[O:4])=[CH:16][CH:15]=1.